From a dataset of Catalyst prediction with 721,799 reactions and 888 catalyst types from USPTO. Predict which catalyst facilitates the given reaction. (1) Reactant: C([C@@H:4]1[CH2:7][C@H:6]([N:8]2[C:13](=[O:14])[C:12]([CH2:15][C:16]3[CH:21]=[CH:20][C:19]([C:22]4[C:23]([C:28]#[N:29])=[CH:24][CH:25]=[CH:26][CH:27]=4)=[CH:18][C:17]=3[F:30])=[C:11]([CH2:31][CH2:32][CH3:33])[N:10]3[N:34]=[C:35]([CH3:37])[N:36]=[C:9]23)[CH2:5]1)(=O)C.OO.FC(F)(F)C(OC(=O)C(F)(F)F)=[O:43].C(=O)([O-])O.[Na+].S([O-])([O-])(=O)=S.[Na+].[Na+]. Product: [F:30][C:17]1[CH:18]=[C:19]([C:22]2[C:23]([C:28]#[N:29])=[CH:24][CH:25]=[CH:26][CH:27]=2)[CH:20]=[CH:21][C:16]=1[CH2:15][C:12]1[C:13](=[O:14])[N:8]([C@H:6]2[CH2:5][C@@H:4]([OH:43])[CH2:7]2)[C:9]2[N:10]([N:34]=[C:35]([CH3:37])[N:36]=2)[C:11]=1[CH2:31][CH2:32][CH3:33]. The catalyst class is: 22. (2) Reactant: [F:1][C:2]1[CH:7]=[CH:6][CH:5]=[CH:4][C:3]=1[O:8][CH3:9].C([Li])CCC.CN([CH:18]=[O:19])C.O. Product: [F:1][C:2]1[C:3]([O:8][CH3:9])=[CH:4][CH:5]=[CH:6][C:7]=1[CH:18]=[O:19]. The catalyst class is: 1.